Dataset: Full USPTO retrosynthesis dataset with 1.9M reactions from patents (1976-2016). Task: Predict the reactants needed to synthesize the given product. (1) Given the product [CH3:28][NH:27][C:13]1[C:14]2[N:20]=[C:19]([NH:21][CH2:22][CH2:23][CH3:24])[N:18]=[C:17]([NH:25][CH3:26])[C:15]=2[N:16]=[C:11]([NH:10][CH2:9][C:8]([OH:29])=[O:7])[N:12]=1, predict the reactants needed to synthesize it. The reactants are: [OH-].[Na+].C([O:7][C:8](=[O:29])[CH2:9][NH:10][C:11]1[N:12]=[C:13]([NH:27][CH3:28])[C:14]2[N:20]=[C:19]([NH:21][CH2:22][CH2:23][CH3:24])[N:18]=[C:17]([NH:25][CH3:26])[C:15]=2[N:16]=1)(C)(C)C.Cl. (2) The reactants are: Cl.[Br:2][C:3]1[CH:12]=[C:11]2[C:6]([CH2:7][CH2:8][NH:9][CH2:10]2)=[CH:5][CH:4]=1.[N:13]1[CH:18]=[CH:17][CH:16]=[CH:15][C:14]=1[C:19](O)=[O:20].CN(C(ON1N=NC2C=CC=NC1=2)=[N+](C)C)C.F[P-](F)(F)(F)(F)F.CN1CCOCC1. Given the product [Br:2][C:3]1[CH:12]=[C:11]2[C:6]([CH2:7][CH2:8][N:9]([C:19]([C:14]3[CH:15]=[CH:16][CH:17]=[CH:18][N:13]=3)=[O:20])[CH2:10]2)=[CH:5][CH:4]=1, predict the reactants needed to synthesize it. (3) Given the product [ClH:20].[NH2:13][C@@H:9]([CH2:8][CH2:7][CH2:6][CH:2]([O:3][CH3:4])[O:1][CH3:5])[C:10]([O:12][CH3:17])=[O:11], predict the reactants needed to synthesize it. The reactants are: [O:1]1[CH2:5][CH2:4][O:3][CH:2]1[CH2:6][CH2:7][CH2:8][C@H:9]([NH2:13])[C:10]([OH:12])=[O:11].S(OC)(O[CH3:17])=O.[Cl:20][Si](C)(C)C. (4) The reactants are: [Si]([O:8][CH2:9][C:10]1[N:11]=[C:12]([C:15]2([O:21][CH3:22])[CH2:20][CH2:19][O:18][CH2:17][CH2:16]2)[S:13][CH:14]=1)(C(C)(C)C)(C)C.F.F.F.C(N(CC)CC)C. Given the product [CH3:22][O:21][C:15]1([C:12]2[S:13][CH:14]=[C:10]([CH2:9][OH:8])[N:11]=2)[CH2:20][CH2:19][O:18][CH2:17][CH2:16]1, predict the reactants needed to synthesize it.